From a dataset of Forward reaction prediction with 1.9M reactions from USPTO patents (1976-2016). Predict the product of the given reaction. (1) Given the reactants [Br:1][C:2]1[C:3]([N:12]2[CH2:17][CH2:16][N:15]([CH2:18][C:19]3[N:20]=[C:21]([CH:24]([CH3:26])[CH3:25])[S:22][CH:23]=3)[CH2:14][CH2:13]2)=[C:4]([N+:9]([O-])=O)[C:5]([NH2:8])=[N:6][CH:7]=1.CCO.[CH:30](=O)[C:31]1[CH:36]=[CH:35][C:34]([O:37][CH3:38])=[CH:33][CH:32]=1.[O-]S(S([O-])=O)=O.[Na+].[Na+], predict the reaction product. The product is: [Br:1][C:2]1[C:3]([N:12]2[CH2:17][CH2:16][N:15]([CH2:18][C:19]3[N:20]=[C:21]([CH:24]([CH3:26])[CH3:25])[S:22][CH:23]=3)[CH2:14][CH2:13]2)=[C:4]2[N:9]=[C:30]([C:31]3[CH:36]=[CH:35][C:34]([O:37][CH3:38])=[CH:33][CH:32]=3)[NH:8][C:5]2=[N:6][CH:7]=1. (2) Given the reactants [SH:1][C:2]1[NH:3][C:4]2[CH:10]=[CH:9][CH:8]=[CH:7][C:5]=2[N:6]=1.C[O-].[Na+].[CH2:14]([O:20][C:21]1[CH:26]=[CH:25][N:24]=[C:23]([CH2:27]Cl)[C:22]=1[CH3:29])[CH2:15][CH2:16][CH2:17][CH2:18][CH3:19], predict the reaction product. The product is: [CH2:14]([O:20][C:21]1[CH:26]=[CH:25][N:24]=[C:23]([CH2:27][S:1][C:2]2[NH:6][C:5]3[CH:7]=[CH:8][CH:9]=[CH:10][C:4]=3[N:3]=2)[C:22]=1[CH3:29])[CH2:15][CH2:16][CH2:17][CH2:18][CH3:19]. (3) Given the reactants BrC1C=C(S(NC2C(O)=CC(Cl)=CN=2)(=O)=O)C=NC=1.[C:20]1([S:26]([NH:29][C:30]2[N:35]=[CH:34][C:33]([C:36]([O:38][CH3:39])=[O:37])=[CH:32][C:31]=2[O:40]C)(=[O:28])=[O:27])[CH:25]=[CH:24][CH:23]=[CH:22][CH:21]=1.BrC1C=C(S(NC2C(OC)=CC(Cl)=CN=2)(=O)=O)C=NC=1.B(Br)(Br)Br, predict the reaction product. The product is: [C:20]1([S:26]([NH:29][C:30]2[N:35]=[CH:34][C:33]([C:36]([O:38][CH3:39])=[O:37])=[CH:32][C:31]=2[OH:40])(=[O:28])=[O:27])[CH:21]=[CH:22][CH:23]=[CH:24][CH:25]=1. (4) Given the reactants C([O:3][C:4](=[O:43])[CH:5]([O:7][P:8]([CH2:17][CH2:18][NH:19][C:20](=[O:42])[C:21]1[CH:26]=[CH:25][C:24]([N:27]([CH2:29][C:30]2[N:31]=[C:32]3[C:37](=[N:38][CH:39]=2)[N:36]=[C:35]([NH2:40])[N:34]=[C:33]3[NH2:41])[CH3:28])=[CH:23][CH:22]=1)([O:10][C:11]1[CH:16]=[CH:15][CH:14]=[CH:13][CH:12]=1)=[O:9])[CH3:6])C.[OH-].[Na+], predict the reaction product. The product is: [NH2:40][C:35]1[N:34]=[C:33]([NH2:41])[C:32]2[C:37](=[N:38][CH:39]=[C:30]([CH2:29][N:27]([CH3:28])[C:24]3[CH:25]=[CH:26][C:21]([C:20]([NH:19][CH2:18][CH2:17][P:8]([O:10][C:11]4[CH:12]=[CH:13][CH:14]=[CH:15][CH:16]=4)([O:7][CH:5]([CH3:6])[C:4]([OH:43])=[O:3])=[O:9])=[O:42])=[CH:22][CH:23]=3)[N:31]=2)[N:36]=1.